Dataset: Reaction yield outcomes from USPTO patents with 853,638 reactions. Task: Predict the reaction yield, written as a fraction of the theoretical maximum amount of product (1.0 means a 100% yield; for example, 0.34 means a 34% yield). (1) The reactants are N(C(OCC)=O)=NC(OCC)=O.[Br:13][C:14]1[CH:33]=[CH:32][C:17]([NH:18][C:19]2[C:28]3[C:23](=[CH:24][C:25]([OH:31])=[C:26]([O:29][CH3:30])[CH:27]=3)[N:22]=[CH:21][N:20]=2)=[C:16]([F:34])[CH:15]=1.C1(P(C2C=CC=CC=2)C2C=CC=CC=2)C=CC=CC=1.O[CH2:55][CH2:56][N:57]1[CH2:62][CH2:61][O:60][CH2:59][C:58]1=[O:63].C(Cl)[Cl:65]. No catalyst specified. The product is [ClH:65].[Br:13][C:14]1[CH:33]=[CH:32][C:17]([NH:18][C:19]2[C:28]3[C:23](=[CH:24][C:25]([O:31][CH2:55][CH2:56][N:57]4[CH2:62][CH2:61][O:60][CH2:59][C:58]4=[O:63])=[C:26]([O:29][CH3:30])[CH:27]=3)[N:22]=[CH:21][N:20]=2)=[C:16]([F:34])[CH:15]=1. The yield is 0.260. (2) The reactants are Cl[C:2]1[CH:3]=[CH:4][N:5]2[C:10]([C:11]=1[CH3:12])=[C:9]([CH:13]1[CH2:15][CH2:14]1)[CH:8]=[C:7]([C:16]([O:18][CH3:19])=[O:17])[C:6]2=[O:20].[CH3:21][NH:22][C:23]1[CH:28]=[CH:27][C:26](B2OC(C)(C)C(C)(C)O2)=[CH:25][CH:24]=1. No catalyst specified. The product is [CH:13]1([C:9]2[CH:8]=[C:7]([C:16]([O:18][CH3:19])=[O:17])[C:6](=[O:20])[N:5]3[C:10]=2[C:11]([CH3:12])=[C:2]([C:26]2[CH:27]=[CH:28][C:23]([NH:22][CH3:21])=[CH:24][CH:25]=2)[CH:3]=[CH:4]3)[CH2:15][CH2:14]1. The yield is 0.810. (3) The product is [F:1][C:2]1[CH:25]=[C:24]([N+:26]([O-:28])=[O:27])[CH:23]=[CH:22][C:3]=1[O:4][C:5]1[CH:10]=[CH:9][N:8]=[C:7]2[CH:11]=[C:12]([C:14]3[N:15]([CH3:21])[C:16]([CH2:19][NH:33][CH2:32][CH2:31][O:30][CH3:29])=[CH:17][N:18]=3)[S:13][C:6]=12. The catalyst is C(Cl)Cl. The yield is 1.00. The reactants are [F:1][C:2]1[CH:25]=[C:24]([N+:26]([O-:28])=[O:27])[CH:23]=[CH:22][C:3]=1[O:4][C:5]1[CH:10]=[CH:9][N:8]=[C:7]2[CH:11]=[C:12]([C:14]3[N:15]([CH3:21])[C:16]([CH:19]=O)=[CH:17][N:18]=3)[S:13][C:6]=12.[CH3:29][O:30][CH2:31][CH2:32][NH2:33].C(O)(=O)C.C(O[BH-](OC(=O)C)OC(=O)C)(=O)C.[Na+]. (4) The reactants are [CH:1]1([CH2:7][NH2:8])[CH2:6][CH2:5][CH2:4][CH2:3][CH2:2]1.C(N(CC)CC)C.[C:16](O[C:16]([O:18][C:19]([CH3:22])([CH3:21])[CH3:20])=[O:17])([O:18][C:19]([CH3:22])([CH3:21])[CH3:20])=[O:17].O. The catalyst is O1CCCC1.C(OCC)(=O)C. The product is [CH:1]1([CH2:7][NH:8][C:16](=[O:17])[O:18][C:19]([CH3:22])([CH3:21])[CH3:20])[CH2:6][CH2:5][CH2:4][CH2:3][CH2:2]1. The yield is 0.850. (5) The reactants are [CH2:1]([O:8][C:9]1[CH:10]=[CH:11][CH:12]=[C:13]2[C:18]=1[N:17]=[C:16](O)[CH:15]=[CH:14]2)[C:2]1[CH:7]=[CH:6][CH:5]=[CH:4][CH:3]=1.O=P(Cl)(Cl)[Cl:22]. No catalyst specified. The product is [CH2:1]([O:8][C:9]1[CH:10]=[CH:11][CH:12]=[C:13]2[C:18]=1[N:17]=[C:16]([Cl:22])[CH:15]=[CH:14]2)[C:2]1[CH:7]=[CH:6][CH:5]=[CH:4][CH:3]=1. The yield is 0.850. (6) The reactants are Br[C:2]1[N:7]=[C:6]([CH3:8])[C:5]([N+:9]([O-:11])=[O:10])=[CH:4][CH:3]=1.[CH3:12][S:13]([O-:15])=[O:14].[Na+]. The catalyst is CS(C)=O. The product is [CH3:8][C:6]1[C:5]([N+:9]([O-:11])=[O:10])=[CH:4][CH:3]=[C:2]([S:13]([CH3:12])(=[O:15])=[O:14])[N:7]=1. The yield is 0.870. (7) The reactants are [Cl:1][C:2]1[CH:7]=[C:6](I)[C:5]([F:9])=[CH:4][N:3]=1.Cl.[F:11][C:12]1([F:18])[CH2:17][CH2:16][NH:15][CH2:14][CH2:13]1.CC1(C)C2C(=C(P(C3C=CC=CC=3)C3C=CC=CC=3)C=CC=2)OC2C(P(C3C=CC=CC=3)C3C=CC=CC=3)=CC=CC1=2.C([O-])([O-])=O.[Cs+].[Cs+]. The catalyst is C1(C)C=CC=CC=1. The product is [Cl:1][C:2]1[CH:7]=[C:6]([N:15]2[CH2:16][CH2:17][C:12]([F:18])([F:11])[CH2:13][CH2:14]2)[C:5]([F:9])=[CH:4][N:3]=1. The yield is 0.250. (8) The reactants are [NH:1]1[CH:5]=[CH:4][C:3]([NH2:6])=[N:2]1.[C:7](OCC)(=[O:14])[CH2:8][C:9](OCC)=[O:10].CC[O-].[Na+]. The catalyst is CCO. The product is [N:1]1[N:2]2[C:7]([OH:14])=[CH:8][C:9]([OH:10])=[N:6][C:3]2=[CH:4][CH:5]=1. The yield is 0.770. (9) The reactants are O[C:2]1[C:7]([I:8])=[CH:6][C:5]([N+:9]([O-:11])=[O:10])=[CH:4][N:3]=1.P(Cl)(Cl)(Cl)(Cl)[Cl:13].P(Cl)(Cl)(Cl)=O. No catalyst specified. The product is [Cl:13][C:2]1[C:7]([I:8])=[CH:6][C:5]([N+:9]([O-:11])=[O:10])=[CH:4][N:3]=1. The yield is 0.830.